The task is: Predict the product of the given reaction.. This data is from Forward reaction prediction with 1.9M reactions from USPTO patents (1976-2016). (1) Given the reactants [CH2:1]([N:8]1[CH:12](O)[C:11]([CH2:14][C:15]([F:18])([F:17])[F:16])=[CH:10][C:9]1=[O:19])[C:2]1[CH:7]=[CH:6][CH:5]=[CH:4][CH:3]=1, predict the reaction product. The product is: [CH2:1]([N:8]1[CH2:12][CH:11]([CH2:14][C:15]([F:17])([F:18])[F:16])[CH2:10][C:9]1=[O:19])[C:2]1[CH:3]=[CH:4][CH:5]=[CH:6][CH:7]=1. (2) Given the reactants [Br:1][C:2]1[CH:3]=[C:4]([CH2:8][C:9]([OH:11])=O)[CH:5]=[CH:6][CH:7]=1.[NH2:12][CH:13]([CH2:21][CH3:22])[C:14]([O:16][CH2:17][CH:18]([CH3:20])[CH3:19])=[O:15], predict the reaction product. The product is: [CH2:17]([O:16][C:14](=[O:15])[CH:13]([NH:12][C:9](=[O:11])[CH2:8][C:4]1[CH:5]=[CH:6][CH:7]=[C:2]([Br:1])[CH:3]=1)[CH2:21][CH3:22])[CH:18]([CH3:19])[CH3:20]. (3) Given the reactants [CH2:1]([O:8][N:9]([C:18]1[CH:28]=[CH:27][CH:26]=[CH:25][C:19]=1[C:20]([O:22]CC)=O)[C:10](=[O:17])[CH2:11][C:12]([O:14][CH2:15][CH3:16])=[O:13])[C:2]1[CH:7]=[CH:6][CH:5]=[CH:4][CH:3]=1.C[O-].[Na+], predict the reaction product. The product is: [CH2:1]([O:8][N:9]1[C:18]2[C:19](=[CH:25][CH:26]=[CH:27][CH:28]=2)[C:20]([OH:22])=[C:11]([C:12]([O:14][CH2:15][CH3:16])=[O:13])[C:10]1=[O:17])[C:2]1[CH:3]=[CH:4][CH:5]=[CH:6][CH:7]=1. (4) Given the reactants [SH:1][C:2]1[NH:11][C:10](=[O:12])[C:9]2[C:4](=[CH:5][CH:6]=[CH:7][CH:8]=2)[N:3]=1.[CH3:13][O:14][C:15]1[CH:20]=[CH:19][C:18]([C:21]2[CH:26]=[CH:25][C:24]([S:27]([NH:30][CH:31]([CH2:36][CH:37]3[O:39][CH2:38]3)[C:32]([O:34]C)=[O:33])(=[O:29])=[O:28])=[CH:23][CH:22]=2)=[CH:17][CH:16]=1, predict the reaction product. The product is: [CH3:13][O:14][C:15]1[CH:16]=[CH:17][C:18]([C:21]2[CH:22]=[CH:23][C:24]([S:27]([NH:30][CH:31]([CH2:36][CH:37]([OH:39])[CH2:38][S:1][C:2]3[NH:11][C:10](=[O:12])[C:9]4[C:4](=[CH:5][CH:6]=[CH:7][CH:8]=4)[N:3]=3)[C:32]([OH:34])=[O:33])(=[O:28])=[O:29])=[CH:25][CH:26]=2)=[CH:19][CH:20]=1. (5) Given the reactants [Cl:1][C:2]1[CH:3]=[N+:4]([O-:44])[CH:5]=[C:6]([Cl:43])[C:7]=1[CH2:8][C@@H:9]([C:28]1[CH:33]=[CH:32][C:31]([O:34][CH:35]([F:37])[F:36])=[C:30]([O:38][CH2:39][CH:40]2[CH2:42][CH2:41]2)[CH:29]=1)[O:10][C:11]([C@H:13]1[N:17]([C:18](=[O:27])[C:19]2[CH:24]=[CH:23][CH:22]=[C:21]([CH:25]=O)[CH:20]=2)[CH2:16][CH2:15][S:14]1)=[O:12].[NH2:45][C:46]1[CH:51]=[CH:50][CH:49]=[CH:48][CH:47]=1.C(O)(=O)C.C(O[BH-](OC(=O)C)OC(=O)C)(=O)C.[Na+], predict the reaction product. The product is: [Cl:1][C:2]1[CH:3]=[N+:4]([O-:44])[CH:5]=[C:6]([Cl:43])[C:7]=1[CH2:8][C@@H:9]([C:28]1[CH:33]=[CH:32][C:31]([O:34][CH:35]([F:37])[F:36])=[C:30]([O:38][CH2:39][CH:40]2[CH2:42][CH2:41]2)[CH:29]=1)[O:10][C:11]([C@H:13]1[N:17]([C:18](=[O:27])[C:19]2[CH:24]=[CH:23][CH:22]=[C:21]([CH2:25][NH:45][C:46]3[CH:51]=[CH:50][CH:49]=[CH:48][CH:47]=3)[CH:20]=2)[CH2:16][CH2:15][S:14]1)=[O:12]. (6) The product is: [O:17]=[C:15]1[N:27]([C:28]2[CH:33]=[CH:32][C:31]([N:34]3[CH:35]=[CH:36][C:37](=[O:40])[CH2:38][CH2:39]3)=[CH:30][CH:29]=2)[CH2:12][CH:11]([CH2:10][NH:9][C:6](=[O:8])[CH3:7])[O:14]1. Given the reactants C1COCC1.[C:6]([NH:9][CH2:10][CH:11]([O:14][C:15](=[O:17])C)[CH2:12]Cl)(=[O:8])[CH3:7].C(OC(=O)[NH:27][C:28]1[CH:33]=[CH:32][C:31]([N:34]2[CH:39]=[CH:38][C:37](=[O:40])[CH2:36][CH2:35]2)=[CH:30][CH:29]=1)C1C=CC=CC=1, predict the reaction product. (7) Given the reactants C([C@@H]1N(C(=O)C2C=CC(OC3C=CC=CC=3)=CC=2)C[C@H](CC(C)C)NC1=O)C(C)C.[CH2:31]([C@@H:35]1[NH:40][CH2:39][C@H:38]([CH2:41][CH2:42][CH3:43])[NH:37][C:36]1=[O:44])[CH:32]([CH3:34])[CH3:33].[F:45][C:46]1[CH:51]=[CH:50][C:49]([C:52]2[O:56][N:55]=[C:54]([C:57](O)=[O:58])[N:53]=2)=[CH:48][CH:47]=1, predict the reaction product. The product is: [F:45][C:46]1[CH:47]=[CH:48][C:49]([C:52]2[O:56][N:55]=[C:54]([C:57]([N:40]3[CH2:39][C@H:38]([CH2:41][CH2:42][CH3:43])[NH:37][C:36](=[O:44])[C@@H:35]3[CH2:31][CH:32]([CH3:34])[CH3:33])=[O:58])[N:53]=2)=[CH:50][CH:51]=1. (8) Given the reactants [C:1]([OH:4])(=O)C.[CH:5]([N:8](CC)C(C)C)(C)C.C1(P(N=[N+]=[N-])(C2C=CC=CC=2)=O)C=CC=CC=1.[NH2:31][C:32]1[CH:37]=[CH:36][C:35]([N:38]2[C:46]([CH2:47][N:48]([CH3:50])[CH3:49])=[C:45]3[C:40]([N:41]([CH2:62][C:63]4[C:68]([F:69])=[CH:67][CH:66]=[CH:65][C:64]=4[F:70])[C:42](=[O:61])[N:43]([C:52]4[CH:57]=[CH:56][CH:55]=[C:54]([O:58][CH3:59])[C:53]=4[F:60])[C:44]3=[O:51])=[N:39]2)=[CH:34][CH:33]=1.C(=O)(O)[O-].[Na+], predict the reaction product. The product is: [F:69][C:68]1[CH:67]=[CH:66][CH:65]=[C:64]([F:70])[C:63]=1[CH2:62][N:41]1[C:40]2=[N:39][N:38]([C:35]3[CH:36]=[CH:37][C:32]([NH:31][C:1]([NH:8][CH3:5])=[O:4])=[CH:33][CH:34]=3)[C:46]([CH2:47][N:48]([CH3:49])[CH3:50])=[C:45]2[C:44](=[O:51])[N:43]([C:52]2[CH:57]=[CH:56][CH:55]=[C:54]([O:58][CH3:59])[C:53]=2[F:60])[C:42]1=[O:61].